This data is from NCI-60 drug combinations with 297,098 pairs across 59 cell lines. The task is: Regression. Given two drug SMILES strings and cell line genomic features, predict the synergy score measuring deviation from expected non-interaction effect. (1) Drug 1: COCCOC1=C(C=C2C(=C1)C(=NC=N2)NC3=CC=CC(=C3)C#C)OCCOC. Drug 2: CC(C)(C#N)C1=CC=C(C=C1)N2C3=C4C=C(C=CC4=NC=C3N(C2=O)C)C5=CC6=CC=CC=C6N=C5. Cell line: SK-OV-3. Synergy scores: CSS=79.9, Synergy_ZIP=7.77, Synergy_Bliss=7.18, Synergy_Loewe=11.3, Synergy_HSA=14.6. (2) Drug 2: C(=O)(N)NO. Drug 1: C1=CN(C(=O)N=C1N)C2C(C(C(O2)CO)O)O.Cl. Synergy scores: CSS=40.7, Synergy_ZIP=0.868, Synergy_Bliss=-1.11, Synergy_Loewe=-25.1, Synergy_HSA=-1.88. Cell line: COLO 205.